Dataset: Catalyst prediction with 721,799 reactions and 888 catalyst types from USPTO. Task: Predict which catalyst facilitates the given reaction. (1) Reactant: Br[C:2]1[CH:3]=[CH:4][C:5](=O)[NH:6][CH:7]=1.C(=O)([O-])[O-:10].[K+].[K+].I[CH:16]([CH3:18])[CH3:17]. Product: [CH:16]([O:10][C:2]1[CH:3]=[CH:4][CH:5]=[N:6][CH:7]=1)([CH3:18])[CH3:17]. The catalyst class is: 248. (2) Reactant: [CH3:1][C:2]1[CH:15]=[C:14]([S:16][CH3:17])[C:13]2[C:4](=[C:5]3[C:10](=[CH:11][CH:12]=2)[CH:9]=[CH:8][CH:7]=[N:6]3)[N:3]=1.C.[O:19]1CCOCC1. Product: [CH3:17][S:16][C:14]1[C:13]2[C:4](=[C:5]3[C:10](=[CH:11][CH:12]=2)[CH:9]=[CH:8][CH:7]=[N:6]3)[N:3]=[C:2]([CH:1]=[O:19])[CH:15]=1. The catalyst class is: 6. (3) Reactant: [C:1]([C:11]1[S:12][CH:13]=[CH:14][CH:15]=1)#[C:2][CH2:3][CH2:4][CH2:5][CH2:6][CH2:7][CH2:8][CH2:9][CH3:10].C([Li])CCC.C[Sn:22](Cl)(C)C.[Li]. Product: [SnH3:22][SH:12]1[C:11]([C:1]#[C:2][CH2:3][CH2:4][CH2:5][CH2:6][CH2:7][CH2:8][CH2:9][CH3:10])=[CH:15][CH:14]=[CH:13]1. The catalyst class is: 7. (4) Reactant: [C:1]([O:4][C@@H:5]([CH3:23])[C:6]([O:8][N:9]=[C:10]([NH2:22])[C:11]1[CH:16]=[C:15]([C:17]([F:20])([F:19])[F:18])[CH:14]=[C:13]([F:21])[CH:12]=1)=O)(=[O:3])[CH3:2].[F-].C([N+](CCCC)(CCCC)CCCC)CCC.C(OCC)(=O)C. Product: [C:1]([O:4][C@H:5]([C:6]1[O:8][N:9]=[C:10]([C:11]2[CH:12]=[C:13]([F:21])[CH:14]=[C:15]([C:17]([F:20])([F:19])[F:18])[CH:16]=2)[N:22]=1)[CH3:23])(=[O:3])[CH3:2]. The catalyst class is: 7. (5) Reactant: Br[C:2]1[N:6]2[N:7]=[C:8]([C:11]3[CH:16]=[CH:15][C:14]([C:17]([N:19]4[CH2:24][CH2:23][N:22]([CH3:25])[CH2:21][CH2:20]4)=[O:18])=[CH:13][CH:12]=3)[CH:9]=[CH:10][C:5]2=[N:4][CH:3]=1.[NH:26]1[C:34]2[C:29](=[CH:30][C:31](B(O)O)=[CH:32][CH:33]=2)[CH:28]=[N:27]1.C([O-])([O-])=O.[Cs+].[Cs+]. Product: [NH:26]1[C:34]2[C:29](=[CH:30][C:31]([C:2]3[N:6]4[N:7]=[C:8]([C:11]5[CH:16]=[CH:15][C:14]([C:17]([N:19]6[CH2:20][CH2:21][N:22]([CH3:25])[CH2:23][CH2:24]6)=[O:18])=[CH:13][CH:12]=5)[CH:9]=[CH:10][C:5]4=[N:4][CH:3]=3)=[CH:32][CH:33]=2)[CH:28]=[N:27]1. The catalyst class is: 70. (6) Reactant: Cl.[CH3:2][NH:3][O:4][CH3:5].[Cl-].C[Al+]C.[CH3:10][C:11]1[CH:20]=[CH:19][C:14]([C:15](OC)=[O:16])=[CH:13][N:12]=1.O. The catalyst class is: 665. Product: [CH3:2][N:3]([O:4][CH3:5])[C:15](=[O:16])[C:14]1[CH:19]=[CH:20][C:11]([CH3:10])=[N:12][CH:13]=1. (7) Reactant: C(N1CCN(C2N=C(Br)C=C3C=CSC=23)CC1)C.[CH2:19]([N:21]1[CH2:26][CH2:25][N:24]([C:27]2[N:28]=[C:29]([C:36]3[CH:41]=[CH:40][C:39]([S:42]([CH2:45][CH3:46])(=[O:44])=[O:43])=[CH:38][CH:37]=3)[CH:30]=[C:31]3[CH:35]=[CH:34][S:33][C:32]=23)[CH2:23][CH2:22]1)[CH3:20].[ClH:47]. Product: [ClH:47].[ClH:47].[CH2:19]([N:21]1[CH2:26][CH2:25][N:24]([C:27]2[N:28]=[C:29]([C:36]3[CH:37]=[CH:38][C:39]([S:42]([CH2:45][CH3:46])(=[O:44])=[O:43])=[CH:40][CH:41]=3)[CH:30]=[C:31]3[CH:35]=[CH:34][S:33][C:32]=23)[CH2:23][CH2:22]1)[CH3:20]. The catalyst class is: 13. (8) Reactant: [C:1]([NH2:9])(=[S:8])[C:2]1[CH:7]=[CH:6][CH:5]=[N:4][CH:3]=1.[CH2:10]([O:12][C:13](=[O:19])[CH:14](Cl)[C:15](=O)[CH3:16])[CH3:11]. Product: [CH2:10]([O:12][C:13]([C:14]1[S:8][C:1]([C:2]2[CH:3]=[N:4][CH:5]=[CH:6][CH:7]=2)=[N:9][C:15]=1[CH3:16])=[O:19])[CH3:11]. The catalyst class is: 8. (9) Reactant: [CH3:1][O:2][C:3](=[O:13])[C@@H:4]([NH2:12])[CH2:5][CH:6]1[CH2:11][CH2:10][CH2:9][CH2:8][CH2:7]1.C(N(CC)C(C)C)(C)C.C([O:25][C:26](=O)/[CH:27]=[C:28](/[O:31][C:32]1[CH:37]=[CH:36][CH:35]=[C:34]([F:38])[CH:33]=1)\[CH2:29]Br)C. Product: [CH3:1][O:2][C:3](=[O:13])[C@@H:4]([N:12]1[CH2:29][C:28]([O:31][C:32]2[CH:37]=[CH:36][CH:35]=[C:34]([F:38])[CH:33]=2)=[CH:27][C:26]1=[O:25])[CH2:5][CH:6]1[CH2:11][CH2:10][CH2:9][CH2:8][CH2:7]1. The catalyst class is: 9. (10) Product: [CH2:26]([O:25][C:23]([C:22]1[C:21]([CH:18]2[CH2:20][CH2:19]2)=[N:8][C:5]2[C:4]([C:9]=1[CH2:10][C:11]1[CH:16]=[CH:15][CH:14]=[CH:13][C:12]=1[Cl:17])=[CH:3][C:2]([Cl:1])=[CH:7][CH:6]=2)=[O:24])[CH3:27]. The catalyst class is: 14. Reactant: [Cl:1][C:2]1[CH:7]=[CH:6][C:5]([NH2:8])=[C:4]([C:9]#[C:10][C:11]2[CH:16]=[CH:15][CH:14]=[CH:13][C:12]=2[Cl:17])[CH:3]=1.[CH:18]1([C:21](=O)[CH2:22][C:23]([O:25][CH2:26][CH3:27])=[O:24])[CH2:20][CH2:19]1.CC1C=CC(S(O)(=O)=O)=CC=1.O.